From a dataset of Catalyst prediction with 721,799 reactions and 888 catalyst types from USPTO. Predict which catalyst facilitates the given reaction. (1) Reactant: [F:1][C:2]1[CH:14]=[CH:13][C:5]([C:6]([O:8][C:9]([CH3:12])([CH3:11])[CH3:10])=[O:7])=[CH:4][C:3]=1[CH2:15][NH:16][CH3:17].[CH2:18]([O:25][C:26]([NH:28][C@@H:29]([C:33](O)=[O:34])[CH2:30][CH2:31][CH3:32])=[O:27])[C:19]1[CH:24]=[CH:23][CH:22]=[CH:21][CH:20]=1.C1C=CC2N(O)N=NC=2C=1.O.CCN(CC)CC.CCN=C=NCCCN(C)C.Cl. Product: [F:1][C:2]1[CH:14]=[CH:13][C:5]([C:6]([O:8][C:9]([CH3:11])([CH3:12])[CH3:10])=[O:7])=[CH:4][C:3]=1[CH2:15][NH:16][CH2:17][C:33](=[O:34])[C@@H:29]([CH2:30][CH2:31][CH3:32])[NH:28][C:26]([O:25][CH2:18][C:19]1[CH:24]=[CH:23][CH:22]=[CH:21][CH:20]=1)=[O:27]. The catalyst class is: 85. (2) Reactant: Cl.[CH2:2]([NH:4][C:5]([N:7]1[N:11]=[CH:10][C:9]2([CH2:15][CH2:14][CH2:13][CH2:12]2)[CH2:8]1)=[NH:6])[CH3:3].[C:16]([NH:19][C:20]1[CH:25]=[CH:24][C:23]([S:26](Cl)(=[O:28])=[O:27])=[CH:22][CH:21]=1)(=[O:18])[CH3:17].C(N(CC)CC)C. Product: [CH2:8]1[C:9]2([CH2:15][CH2:14][CH2:13][CH2:12]2)[CH:10]=[N:11][N:7]1[C:5](=[N:6][S:26]([C:23]1[CH:22]=[CH:21][C:20]([NH:19][C:16](=[O:18])[CH3:17])=[CH:25][CH:24]=1)(=[O:28])=[O:27])[NH:4][CH2:2][CH3:3]. The catalyst class is: 4. (3) Reactant: [CH:1]1([C:4]2[N:8]=[C:7]([C:9]3[C:10]4[CH2:28][CH2:27][CH:26]([CH2:29][CH3:30])[CH2:25][C:11]=4[S:12][C:13]=3[NH:14][C:15]([C:17]3[CH2:21][CH2:20][CH2:19][C:18]=3[C:22]([OH:24])=[O:23])=[O:16])[O:6][N:5]=2)[CH2:3][CH2:2]1.[C:31]12C(=O)OC(=O)C=1CCCC2. Product: [CH:1]1([C:4]2[N:8]=[C:7]([C:9]3[C:10]4[CH2:28][CH2:27][CH:26]([CH2:29][CH3:30])[CH2:25][C:11]=4[S:12][C:13]=3[NH:14][C:15]([C:17]3[CH2:21][CH2:20][CH2:31][CH2:19][C:18]=3[C:22]([OH:24])=[O:23])=[O:16])[O:6][N:5]=2)[CH2:3][CH2:2]1. The catalyst class is: 61. (4) Reactant: CN(C)[CH2:3][CH2:4]CN=C=O.[CH2:10]([C:17]1[NH:25][C:24]2[C:23](=[O:26])[N:22]([CH2:27][CH2:28][CH2:29][N:30]([CH3:32])[CH3:31])[C:21](=[O:33])[N:20]([CH2:34][CH2:35][C:36]3[CH:41]=[CH:40][C:39]([N+:42]([O-:44])=[O:43])=[CH:38][CH:37]=3)[C:19]=2[N:18]=1)[C:11]1[CH:16]=[CH:15][CH:14]=[CH:13][CH:12]=1.C(=O)([O-])[O-].[Na+].[Na+].[CH2:51]([NH:53][CH2:54][CH2:55][OH:56])[CH3:52]. Product: [CH2:10]([C:17]1[N:25]([CH2:52][CH2:51][N:53]([CH2:3][CH3:4])[CH2:54][CH2:55][OH:56])[C:24]2[C:23](=[O:26])[N:22]([CH2:27][CH2:28][CH2:29][N:30]([CH3:32])[CH3:31])[C:21](=[O:33])[N:20]([CH2:34][CH2:35][C:36]3[CH:37]=[CH:38][C:39]([N+:42]([O-:44])=[O:43])=[CH:40][CH:41]=3)[C:19]=2[N:18]=1)[C:11]1[CH:16]=[CH:15][CH:14]=[CH:13][CH:12]=1. The catalyst class is: 26.